From a dataset of CYP2C9 inhibition data for predicting drug metabolism from PubChem BioAssay. Regression/Classification. Given a drug SMILES string, predict its absorption, distribution, metabolism, or excretion properties. Task type varies by dataset: regression for continuous measurements (e.g., permeability, clearance, half-life) or binary classification for categorical outcomes (e.g., BBB penetration, CYP inhibition). Dataset: cyp2c9_veith. (1) The drug is NCc1ccc(S(N)(=O)=O)cc1. The result is 0 (non-inhibitor). (2) The compound is NC(=O)C[C@H](NC(=O)Cc1ccc(O)cc1O)C(=O)O. The result is 0 (non-inhibitor). (3) The compound is CC(C)Oc1ccc(/C(O)=C2/C(=O)C(=O)N(Cc3cccnc3)C2c2ccco2)cc1. The result is 0 (non-inhibitor). (4) The molecule is CC1(CCC#N)N=C(SCCC#N)N(c2ccccc2)C1=O. The result is 0 (non-inhibitor). (5) The drug is CCCCc1ccc2nc(NC(=O)OC)[nH]c2c1. The result is 0 (non-inhibitor).